Predict which catalyst facilitates the given reaction. From a dataset of Catalyst prediction with 721,799 reactions and 888 catalyst types from USPTO. (1) Product: [O:43]1[CH2:48][CH2:47][O:46][CH2:45][CH:44]1[C:49]1[C:57]2[S:56][C:55]([NH:58][C:7]([CH:1]3[CH2:2][CH2:3][CH2:4][CH2:5][CH2:6]3)=[O:9])=[N:54][C:53]=2[C:52]([O:59][CH3:60])=[CH:51][CH:50]=1. Reactant: [CH:1]1([C:7]([OH:9])=O)[CH2:6][CH2:5][CH2:4][CH2:3][CH2:2]1.CN(C(ON1N=NC2C=CC=NC1=2)=[N+](C)C)C.F[P-](F)(F)(F)(F)F.C(N(C(C)C)C(C)C)C.[O:43]1[CH2:48][CH2:47][O:46][CH2:45][CH:44]1[C:49]1[C:57]2[S:56][C:55]([NH2:58])=[N:54][C:53]=2[C:52]([O:59][CH3:60])=[CH:51][CH:50]=1. The catalyst class is: 396. (2) Reactant: [OH:1][CH2:2][C:3]([OH:5])=O.CCN(CC)CC.C(OC(Cl)=O)C(C)C.[C:21]([O:25][C:26]([N:28]1[CH2:33][CH2:32][CH:31]([C:34](=[NH:37])[NH:35]O)[CH2:30][CH2:29]1)=[O:27])([CH3:24])([CH3:23])[CH3:22].[OH-].[Na+]. Product: [C:21]([O:25][C:26]([N:28]1[CH2:33][CH2:32][CH:31]([C:34]2[N:37]=[C:3]([CH2:2][OH:1])[O:5][N:35]=2)[CH2:30][CH2:29]1)=[O:27])([CH3:24])([CH3:22])[CH3:23]. The catalyst class is: 260. (3) Reactant: Br[C:2]1[NH:22][C:5]2[N:6]=[CH:7][N:8]=[C:9]([NH:10][C:11]3[CH:12]=[C:13]4[C:17](=[CH:18][C:19]=3[O:20][CH3:21])[NH:16][N:15]=[CH:14]4)[C:4]=2[CH:3]=1.[CH3:23][S:24]([O-:26])=[O:25].[Na+].CN(C)CCN. Product: [CH3:21][O:20][C:19]1[CH:18]=[C:17]2[C:13]([CH:14]=[N:15][NH:16]2)=[CH:12][C:11]=1[NH:10][C:9]1[C:4]2[CH:3]=[C:2]([S:24]([CH3:23])(=[O:26])=[O:25])[NH:22][C:5]=2[N:6]=[CH:7][N:8]=1. The catalyst class is: 16. (4) Reactant: Br[C:2]1[CH:3]=[C:4]([CH:8]=[CH:9][CH:10]=1)[N:5]([CH3:7])[CH3:6].II.[Br:13][C:14]1[CH:21]=[CH:20][CH:19]=[CH:18][C:15]=1[CH:16]=[O:17]. Product: [Br:13][C:14]1[CH:21]=[CH:20][CH:19]=[CH:18][C:15]=1[CH:16]([C:2]1[CH:10]=[CH:9][CH:8]=[C:4]([N:5]([CH3:7])[CH3:6])[CH:3]=1)[OH:17]. The catalyst class is: 1. (5) Reactant: [N+:1]([C:4]1[CH:9]=[C:8]([N+:10]([O-:12])=[O:11])[CH:7]=[CH:6][C:5]=1[NH:13][CH2:14][CH2:15][N:16]([CH2:19][CH3:20])[CH2:17][CH3:18])([O-])=O.O.Cl. Product: [CH2:19]([N:16]([CH2:17][CH3:18])[CH2:15][CH2:14][NH:13][C:5]1[C:4]([NH2:1])=[CH:9][C:8]([N+:10]([O-:12])=[O:11])=[CH:7][CH:6]=1)[CH3:20]. The catalyst class is: 14. (6) Reactant: [CH3:1][O:2][C:3]1[CH:8]=[CH:7][C:6]([C:9]2[C:18]([C:19]3[CH:24]=[CH:23][C:22]([O:25][CH3:26])=[CH:21][CH:20]=3)=[N:17][C:16]3[C:11](=[CH:12][CH:13]=[C:14]([S:27](O)(=[O:29])=[O:28])[CH:15]=3)[N:10]=2)=[CH:5][CH:4]=1.S(Cl)(Cl)=O.CN(C)C=O.[NH:40]1[CH2:45][CH2:44][O:43][CH2:42][CH2:41]1. Product: [CH3:1][O:2][C:3]1[CH:4]=[CH:5][C:6]([C:9]2[C:18]([C:19]3[CH:24]=[CH:23][C:22]([O:25][CH3:26])=[CH:21][CH:20]=3)=[N:17][C:16]3[C:11](=[CH:12][CH:13]=[C:14]([S:27]([N:40]4[CH2:45][CH2:44][O:43][CH2:42][CH2:41]4)(=[O:28])=[O:29])[CH:15]=3)[N:10]=2)=[CH:7][CH:8]=1. The catalyst class is: 426. (7) Reactant: [N+:1]([C:4]1[CH:5]=[N:6][C:7]([NH:10][C:11]2[CH:16]=[CH:15][CH:14]=[C:13]([CH2:17][CH2:18][CH2:19][N:20]3[CH2:24][CH2:23][CH2:22][CH2:21]3)[CH:12]=2)=[N:8][CH:9]=1)([O-])=O. Product: [N:20]1([CH2:19][CH2:18][CH2:17][C:13]2[CH:12]=[C:11]([NH:10][C:7]3[N:6]=[CH:5][C:4]([NH2:1])=[CH:9][N:8]=3)[CH:16]=[CH:15][CH:14]=2)[CH2:24][CH2:23][CH2:22][CH2:21]1. The catalyst class is: 45. (8) Reactant: [CH3:1][O:2][C:3]1[CH:8]=[CH:7][C:6]([C:9]2([C:22]([O:24]C)=O)[CH2:14][CH2:13][CH:12]([NH:15][CH2:16][CH2:17][S:18](=[O:21])(=[O:20])[NH2:19])[CH2:11][CH2:10]2)=[CH:5][CH:4]=1. Product: [CH3:1][O:2][C:3]1[CH:8]=[CH:7][C:6]([C:9]23[CH2:14][CH2:13][CH:12]([CH2:11][CH2:10]2)[N:15]([CH2:16][CH2:17][S:18]([NH2:19])(=[O:20])=[O:21])[C:22]3=[O:24])=[CH:5][CH:4]=1. The catalyst class is: 5. (9) Reactant: [CH:1]([C:5]1[CH:24]=[CH:23][CH:22]=[CH:21][C:6]=1[O:7][CH:8]1[CH2:13][CH2:12][N:11](C(OC(C)(C)C)=O)[CH2:10][CH2:9]1)([CH2:3][CH3:4])[CH3:2].C(O)(C(F)(F)F)=O. Product: [CH:1]([C:5]1[CH:24]=[CH:23][CH:22]=[CH:21][C:6]=1[O:7][CH:8]1[CH2:9][CH2:10][NH:11][CH2:12][CH2:13]1)([CH2:3][CH3:4])[CH3:2]. The catalyst class is: 4. (10) Reactant: [N:1]1([CH2:7][CH2:8][CH2:9][N:10]2C(=O)C3C(=CC=CC=3)C2=O)[CH2:6][CH2:5][S:4][CH2:3][CH2:2]1.O.NN. Product: [N:1]1([CH2:7][CH2:8][CH2:9][NH2:10])[CH2:6][CH2:5][S:4][CH2:3][CH2:2]1. The catalyst class is: 8.